From a dataset of Full USPTO retrosynthesis dataset with 1.9M reactions from patents (1976-2016). Predict the reactants needed to synthesize the given product. (1) Given the product [Br:16][C:13]1[N:14]=[CH:15][C:10]([NH:9][C:6](=[O:7])[CH2:5][O:4][CH2:3][CH2:2][Cl:1])=[N:11][CH:12]=1, predict the reactants needed to synthesize it. The reactants are: [Cl:1][CH2:2][CH2:3][O:4][CH2:5][C:6](Cl)=[O:7].[NH2:9][C:10]1[CH:15]=[N:14][C:13]([Br:16])=[CH:12][N:11]=1.C(N(CC)CC)C.C(OCC)(=O)C. (2) Given the product [F:22][C:20]([C:17]1[CH:18]=[CH:19][C:14]([CH2:13][CH:12]2[C:4]3=[N:5][C:6]4[CH:11]=[CH:10][CH:9]=[CH:8][C:7]=4[N:3]3[C:25](=[O:26])[NH:24]2)=[CH:15][CH:16]=1)([F:23])[CH3:21], predict the reactants needed to synthesize it. The reactants are: N#N.[NH:3]1[C:7]2[CH:8]=[CH:9][CH:10]=[CH:11][C:6]=2[N:5]=[C:4]1[CH:12]([NH2:24])[CH2:13][C:14]1[CH:19]=[CH:18][C:17]([C:20]([F:23])([F:22])[CH3:21])=[CH:16][CH:15]=1.[C:25](N1C=CN=C1)(N1C=CN=C1)=[O:26].O. (3) Given the product [F:1][C:2]1[CH:20]=[C:19]([F:21])[CH:18]=[CH:17][C:3]=1[CH2:4][N:5]1[C:9]2=[CH:10][N:11]=[C:12]([C:14]([N:24]([OH:25])[CH3:23])=[O:16])[CH:13]=[C:8]2[CH:7]=[CH:6]1, predict the reactants needed to synthesize it. The reactants are: [F:1][C:2]1[CH:20]=[C:19]([F:21])[CH:18]=[CH:17][C:3]=1[CH2:4][N:5]1[C:9]2=[CH:10][N:11]=[C:12]([C:14]([OH:16])=O)[CH:13]=[C:8]2[CH:7]=[CH:6]1.Cl.[CH3:23][NH:24][OH:25]. (4) Given the product [CH3:1][O:2][C:3]1[CH:4]=[CH:5][C:6]([C:7]([NH:9][C:10]2[CH:15]=[CH:14][C:13]([OH:16])=[CH:12][C:11]=2[N:24]2[C:25](=[O:38])[C:26]3[CH:27]=[C:28]4[CH:37]=[CH:36][CH:35]=[CH:34][C:29]4=[CH:30][C:31]=3[C:32]2=[O:33])=[O:8])=[CH:39][CH:40]=1, predict the reactants needed to synthesize it. The reactants are: [CH3:1][O:2][C:3]1[CH:40]=[CH:39][C:6]([C:7]([NH:9][C:10]2[CH:15]=[CH:14][C:13]([O:16][Si](C(C)(C)C)(C)C)=[CH:12][C:11]=2[N:24]2[C:32](=[O:33])[C:31]3[CH:30]=[C:29]4[CH:34]=[CH:35][CH:36]=[CH:37][C:28]4=[CH:27][C:26]=3[C:25]2=[O:38])=[O:8])=[CH:5][CH:4]=1.O1CCOCC1.Cl. (5) Given the product [OH:2][CH2:3][CH2:4][CH2:5][S:6]([C:9]1[CH:14]=[C:13]([CH2:15][NH:16][C:17]([C:19]2[C:20]3[CH:27]=[N:26][N:25]([C:28]4[CH:29]=[CH:30][C:31]([F:34])=[CH:32][CH:33]=4)[C:21]=3[CH:22]=[N:23][CH:24]=2)=[O:18])[CH:12]=[CH:11][N:10]=1)(=[O:7])=[O:8], predict the reactants needed to synthesize it. The reactants are: C[O:2][C:3](=O)[CH2:4][CH2:5][S:6]([C:9]1[CH:14]=[C:13]([CH2:15][NH:16][C:17]([C:19]2[C:20]3[CH:27]=[N:26][N:25]([C:28]4[CH:33]=[CH:32][C:31]([F:34])=[CH:30][CH:29]=4)[C:21]=3[CH:22]=[N:23][CH:24]=2)=[O:18])[CH:12]=[CH:11][N:10]=1)(=[O:8])=[O:7].[BH4-].[Li+]. (6) The reactants are: [Si:1]([O:8][CH2:9][CH2:10][C:11]1[N:12]=[CH:13][N:14](C(C2C=CC=CC=2)(C2C=CC=CC=2)C2C=CC=CC=2)[CH:15]=1)([C:4]([CH3:7])([CH3:6])[CH3:5])([CH3:3])[CH3:2].[CH3:35][O:36][C:37](=[O:49])[CH:38](Br)[C:39]1[CH:44]=[CH:43][C:42]([O:45][CH3:46])=[C:41]([F:47])[CH:40]=1.CO.N(CC)CC. Given the product [CH3:35][O:36][C:37](=[O:49])[CH:38]([N:12]1[C:11]([CH2:10][CH2:9][O:8][Si:1]([C:4]([CH3:7])([CH3:6])[CH3:5])([CH3:3])[CH3:2])=[CH:15][N:14]=[CH:13]1)[C:39]1[CH:44]=[CH:43][C:42]([O:45][CH3:46])=[C:41]([F:47])[CH:40]=1, predict the reactants needed to synthesize it. (7) Given the product [CH3:1][O:2][C:3](=[O:15])[CH2:4][C:5]1[C:13]2[C:8](=[N:9][CH:10]=[CH:11][CH:12]=2)[N:7]([CH2:35][C:36]2[CH:41]=[CH:40][C:39]([S:42]([CH2:45][CH3:46])(=[O:44])=[O:43])=[CH:38][C:37]=2[C:47]([F:49])([F:50])[F:48])[C:6]=1[CH3:14], predict the reactants needed to synthesize it. The reactants are: [CH3:1][O:2][C:3](=[O:15])[CH2:4][C:5]1[C:13]2[C:8](=[N:9][CH:10]=[CH:11][CH:12]=2)[NH:7][C:6]=1[CH3:14].CCN(P1(N(C)CCCN1C)=NC(C)(C)C)CC.Br[CH2:35][C:36]1[CH:41]=[CH:40][C:39]([S:42]([CH2:45][CH3:46])(=[O:44])=[O:43])=[CH:38][C:37]=1[C:47]([F:50])([F:49])[F:48]. (8) Given the product [N+:16]([C:13]1[CH:14]=[CH:15][C:10]([NH:1][C:2]2[CH:7]=[CH:6][CH:5]=[C:4]([NH2:8])[N:3]=2)=[N:11][CH:12]=1)([O-:18])=[O:17], predict the reactants needed to synthesize it. The reactants are: [NH2:1][C:2]1[CH:7]=[CH:6][CH:5]=[C:4]([NH2:8])[N:3]=1.F[C:10]1[CH:15]=[CH:14][C:13]([N+:16]([O-:18])=[O:17])=[CH:12][N:11]=1. (9) Given the product [Br:1][C:11]1[CH:12]=[C:7]([S:4]([CH3:3])(=[O:5])=[O:6])[CH:8]=[CH:9][C:10]=1[CH3:13], predict the reactants needed to synthesize it. The reactants are: [Br:1]Br.[CH3:3][S:4]([C:7]1[CH:12]=[CH:11][C:10]([CH3:13])=[CH:9][CH:8]=1)(=[O:6])=[O:5].